From a dataset of Full USPTO retrosynthesis dataset with 1.9M reactions from patents (1976-2016). Predict the reactants needed to synthesize the given product. (1) Given the product [CH3:1][C:2]1([CH3:31])[CH2:10][C:9]2[N:8]([C:11]3[CH:18]=[CH:17][C:14]([C:15]([NH2:16])=[O:32])=[C:13]([NH:19][C@H:20]4[CH2:24][CH2:23][CH2:22][C@@H:21]4[OH:25])[CH:12]=3)[CH:7]=[C:6]([C:26]([F:29])([F:27])[F:28])[C:5]=2[C:4](=[O:30])[CH2:3]1, predict the reactants needed to synthesize it. The reactants are: [CH3:1][C:2]1([CH3:31])[CH2:10][C:9]2[N:8]([C:11]3[CH:18]=[CH:17][C:14]([C:15]#[N:16])=[C:13]([NH:19][C@@H:20]4[CH2:24][CH2:23][CH2:22][C@H:21]4[OH:25])[CH:12]=3)[CH:7]=[C:6]([C:26]([F:29])([F:28])[F:27])[C:5]=2[C:4](=[O:30])[CH2:3]1.[OH-:32].[Na+].OO. (2) Given the product [CH2:16]([C:5]1[CH:24]=[CH:25][C:26]2[C:57]3[C:29](=[CH:30][CH:31]=[CH:53][CH:52]=3)[CH2:28][C:27]=2[C:6]=1[CH2:7][CH2:8][CH2:9][CH2:10][CH2:35][CH2:36][CH2:39][CH3:44])[CH2:17][CH2:18][CH2:19][CH2:20][CH2:21][CH2:22][CH3:23], predict the reactants needed to synthesize it. The reactants are: BrC1C=CC2C3[C:6](=[CH:7][C:8](Br)=[CH:9][CH:10]=3)[C:5]([CH2:24][CH2:25][CH2:26][CH2:27][CH2:28][CH2:29][CH2:30][CH3:31])([CH2:16][CH2:17][CH2:18][CH2:19][CH2:20][CH2:21][CH2:22][CH3:23])C=2C=1.ClC1C=C[C:36]([C:39]2[CH:44]=C[CH:35]=[C:36]([C:39]3C=CC(Cl)=C[CH:44]=3)N=2)=[CH:35]C=1.[C:52]1(P(C2C=CC=CC=2)C2C=CC=CC=2)[CH:57]=CC=C[CH:53]=1.[I-].[Na+].Cl. (3) The reactants are: Br[CH2:2][CH2:3][CH2:4][O:5][C:6]1[CH:7]=[C:8]2[C:13](=[CH:14][C:15]=1[O:16][CH3:17])[N:12]=[CH:11][N:10]=[C:9]2[O:18][C:19]1[CH:24]=[CH:23][C:22]([NH:25][C:26]([NH:28][CH2:29][CH2:30][CH3:31])=[O:27])=[C:21]([Cl:32])[CH:20]=1.C(=O)([O-])[O-].[K+].[K+].[CH3:39][N:40]1[CH2:45][CH2:44][NH:43][CH2:42][CH2:41]1. Given the product [Cl:32][C:21]1[CH:20]=[C:19]([O:18][C:9]2[C:8]3[C:13](=[CH:14][C:15]([O:16][CH3:17])=[C:6]([O:5][CH2:4][CH2:3][CH2:2][N:43]4[CH2:44][CH2:45][N:40]([CH3:39])[CH2:41][CH2:42]4)[CH:7]=3)[N:12]=[CH:11][N:10]=2)[CH:24]=[CH:23][C:22]=1[NH:25][C:26]([NH:28][CH2:29][CH2:30][CH3:31])=[O:27], predict the reactants needed to synthesize it. (4) Given the product [CH:22]([O:24][CH2:25][CH2:26][O:27][NH:28][C:18]([C:17]1[C:9]([NH:8][C:5]2[CH:6]=[CH:7][C:2]([Br:1])=[CH:3][C:4]=2[F:21])=[C:10]2[C:14](=[CH:15][CH:16]=1)[NH:13][N:12]=[CH:11]2)=[O:20])=[CH2:23], predict the reactants needed to synthesize it. The reactants are: [Br:1][C:2]1[CH:7]=[CH:6][C:5]([NH:8][C:9]2[C:17]([C:18]([OH:20])=O)=[CH:16][CH:15]=[C:14]3[C:10]=2[CH:11]=[N:12][NH:13]3)=[C:4]([F:21])[CH:3]=1.[CH:22]([O:24][CH2:25][CH2:26][O:27][NH2:28])=[CH2:23].CCN=C=NCCCN(C)C.C1C=CC2N(O)N=NC=2C=1.CCN(C(C)C)C(C)C. (5) Given the product [Br:1][C:2]1[C:11](=[O:12])[C:10]2[C:5](=[CH:6][CH:7]=[CH:8][CH:9]=2)[C:4](=[O:14])[C:3]=1/[CH:16]=[C:17](\[CH2:21][CH2:22][CH3:23])/[C:18]([OH:20])=[O:19], predict the reactants needed to synthesize it. The reactants are: [Br:1][C:2]1[C:3](/[CH:16]=[C:17](\[CH2:21][CH2:22][CH3:23])/[C:18]([OH:20])=[O:19])=[C:4]([O:14]C)[C:5]2[C:10]([C:11]=1[O:12]C)=[CH:9][CH:8]=[CH:7][CH:6]=2.BrC1C(=O)C2C(=CC=CC=2)C(=O)C=1/C=C(\C)/C(O)=O.